This data is from Full USPTO retrosynthesis dataset with 1.9M reactions from patents (1976-2016). The task is: Predict the reactants needed to synthesize the given product. (1) Given the product [C:48]([N:5]1[CH2:6][CH2:7][CH:8]([C:11]2[CH:16]=[CH:15][C:14]([NH:17][C:18]([N:20]3[CH2:28][C:27]4[C:22](=[CH:23][CH:24]=[CH:25][CH:26]=4)[CH2:21]3)=[O:19])=[CH:13][CH:12]=2)[CH2:9][CH2:10]1)(=[O:53])[C:45]1[CH:46]=[CH:47][CH:42]=[CH:43][CH:44]=1, predict the reactants needed to synthesize it. The reactants are: C(Cl)(=O)C.[NH:5]1[CH2:10][CH2:9][CH:8]([C:11]2[CH:16]=[CH:15][C:14]([NH:17][C:18]([N:20]3[CH2:28][C:27]4[C:22](=[CH:23][CH:24]=[CH:25][CH:26]=4)[CH2:21]3)=[O:19])=[CH:13][CH:12]=2)[CH2:7][CH2:6]1.NC1C=C2C(=CC=1)CN(C(N[C:42]1[CH:47]=[CH:46][C:45]([C:48](=[O:53])NCCC)=[CH:44][CH:43]=1)=O)C2. (2) Given the product [OH:1][C:2]1[CH:3]=[CH:4][C:5]([C:8]2[CH:15]=[CH:14][C:11]([CH2:12][NH:13][C:39]([C:35]3[N:36]([CH3:38])[CH:37]=[C:33]([NH:32][C:30]([C:25]4[C:24]([C:21]5[CH:20]=[CH:19][C:18]([C:17]([F:43])([F:16])[F:42])=[CH:23][CH:22]=5)=[CH:29][CH:28]=[CH:27][CH:26]=4)=[O:31])[CH:34]=3)=[O:40])=[CH:10][CH:9]=2)=[CH:6][CH:7]=1, predict the reactants needed to synthesize it. The reactants are: [OH:1][C:2]1[CH:7]=[CH:6][C:5]([C:8]2[CH:15]=[CH:14][C:11]([CH2:12][NH2:13])=[CH:10][CH:9]=2)=[CH:4][CH:3]=1.[F:16][C:17]([F:43])([F:42])[C:18]1[CH:23]=[CH:22][C:21]([C:24]2[C:25]([C:30]([NH:32][C:33]3[CH:34]=[C:35]([C:39](O)=[O:40])[N:36]([CH3:38])[CH:37]=3)=[O:31])=[CH:26][CH:27]=[CH:28][CH:29]=2)=[CH:20][CH:19]=1.CN(C(ON1N=NC2C=CC=CC1=2)=[N+](C)C)C.[B-](F)(F)(F)F.C(N(C(C)C)C(C)C)C. (3) Given the product [CH3:11][N:12]1[C:1](=[O:10])[C:2]2[C:3](=[CH:5][CH:6]=[CH:7][CH:8]=2)[N:4]=[C:16]1[C:15]1[CH:18]=[CH:19][C:20]([O:22][CH2:23][CH2:33][CH2:34][N:29]2[CH2:28][CH2:32][CH2:31][CH2:30]2)=[CH:21][C:14]=1[F:13], predict the reactants needed to synthesize it. The reactants are: [C:1]([OH:10])(=O)[C:2]1[C:3](=[CH:5][CH:6]=[CH:7][CH:8]=1)[NH2:4].[CH3:11][NH2:12].[F:13][C:14]1[CH:21]=[C:20]([O:22][CH3:23])[CH:19]=[CH:18][C:15]=1[CH:16]=O.[Br-].BrCC[CH2:28][NH+:29]1[CH2:34][CH2:33][CH2:32][CH2:31][CH2:30]1. (4) Given the product [F:17][C:18]1[CH:23]=[CH:22][C:21]([C:24]2[N:25]=[C:26]3[CH:31]=[CH:30][CH:29]=[N:28][N:27]3[C:32]=2[C:33]2[CH:38]=[CH:37][N:36]=[C:35]([NH:39][C:6](=[O:8])[C:5]3[CH:9]=[CH:10][C:2]([CH3:1])=[N:3][CH:4]=3)[CH:34]=2)=[CH:20][C:19]=1[CH3:40], predict the reactants needed to synthesize it. The reactants are: [CH3:1][C:2]1[CH:10]=[CH:9][C:5]([C:6]([OH:8])=O)=[CH:4][N:3]=1.C(Cl)(=O)C(Cl)=O.[F:17][C:18]1[CH:23]=[CH:22][C:21]([C:24]2[N:25]=[C:26]3[CH:31]=[CH:30][CH:29]=[N:28][N:27]3[C:32]=2[C:33]2[CH:38]=[CH:37][N:36]=[C:35]([NH2:39])[CH:34]=2)=[CH:20][C:19]=1[CH3:40].C(N(CC)CC)C.C(=O)([O-])O.[Na+].